Dataset: Forward reaction prediction with 1.9M reactions from USPTO patents (1976-2016). Task: Predict the product of the given reaction. (1) Given the reactants [NH2:1][C:2]1[CH:10]=[C:9]([O:11][CH3:12])[CH:8]=[C:7]([O:13][CH3:14])[C:3]=1[C:4]([NH2:6])=[O:5].[Si:15]([O:22][CH2:23][CH2:24][O:25][C:26]1[CH:27]=[C:28]([F:34])[C:29]([CH:32]=O)=[N:30][CH:31]=1)([C:18]([CH3:21])([CH3:20])[CH3:19])([CH3:17])[CH3:16], predict the reaction product. The product is: [Si:15]([O:22][CH2:23][CH2:24][O:25][C:26]1[CH:27]=[C:28]([F:34])[C:29]([C:32]2[NH:6][C:4](=[O:5])[C:3]3[C:2](=[CH:10][C:9]([O:11][CH3:12])=[CH:8][C:7]=3[O:13][CH3:14])[N:1]=2)=[N:30][CH:31]=1)([C:18]([CH3:21])([CH3:20])[CH3:19])([CH3:17])[CH3:16]. (2) The product is: [N:1]1([CH:6]([CH2:17][CH2:18][CH3:19])[C:7]([C:9]2[CH:10]=[CH:11][C:12]([OH:15])=[CH:13][CH:14]=2)=[O:8])[CH2:2][CH2:3][CH2:4][CH2:5]1. Given the reactants [N:1]1([CH:6]([CH2:17][CH2:18][CH3:19])[C:7]([C:9]2[CH:14]=[CH:13][C:12]([O:15]C)=[CH:11][CH:10]=2)=[O:8])[CH2:5][CH2:4][CH2:3][CH2:2]1.B(Br)(Br)Br.Cl, predict the reaction product. (3) Given the reactants [CH:1]([N:14]1[CH2:19][CH2:18][N:17]([CH2:20][CH:21]2[O:25][C:24](=[O:26])[N:23]([CH2:27]C3C=CC(F)=CC=3)[CH2:22]2)[CH2:16][CH2:15]1)([C:8]1[CH:13]=[CH:12][CH:11]=[CH:10][CH:9]=1)[C:2]1[CH:7]=[CH:6][CH:5]=[CH:4][CH:3]=1.CC1C=CC(S(OCC2OC(=O)N(C[CH2:54][CH2:55][C:56]3[CH:61]=[CH:60][CH:59]=[CH:58][CH:57]=3)C2)(=O)=O)=CC=1.CC1C=CC(S(OCC2OC(=O)N(CC3C=CC(F)=CC=3)C2)(=O)=O)=CC=1, predict the reaction product. The product is: [CH:1]([N:14]1[CH2:19][CH2:18][N:17]([CH2:20][CH:21]2[O:25][C:24](=[O:26])[N:23]([CH2:27][CH2:54][CH2:55][C:56]3[CH:61]=[CH:60][CH:59]=[CH:58][CH:57]=3)[CH2:22]2)[CH2:16][CH2:15]1)([C:8]1[CH:9]=[CH:10][CH:11]=[CH:12][CH:13]=1)[C:2]1[CH:3]=[CH:4][CH:5]=[CH:6][CH:7]=1. (4) Given the reactants C([O:3][P:4]([CH2:9][CH2:10][N:11]1[CH2:19][CH2:18][CH2:17][NH:16][C:15]2[C:14](=[O:20])[C:13](=[O:21])[C:12]1=2)(=[O:8])[O:5]CC)C.C[Si](Br)(C)C, predict the reaction product. The product is: [CH2:18]1[CH2:19][N:11]([CH2:10][CH2:9][P:4]([OH:5])([OH:8])=[O:3])[C:12]2=[C:13]([OH:21])[C:14](=[O:20])[C:15]2=[N:16][CH2:17]1. (5) Given the reactants Br[C:2]1[CH:3]=[CH:4][C:5](O)=[C:6]([C:8]2[CH:17]=[CH:16][C:15]3[C:10](=[CH:11][CH:12]=[C:13]([C:18]4[N:22]([CH:23]5[CH2:28][CH2:27][CH2:26][CH2:25][CH2:24]5)[C:21]5[CH:29]=[CH:30][C:31]([C:33]([OH:35])=[O:34])=[CH:32][C:20]=5[N:19]=4)[CH:14]=3)[N:9]=2)[CH:7]=1.C(O[C:40]([C:42]1[CH:65]=CC2N(C3CCCCC3)[C:40]([C:42]3[CH:65]=CC(N)=[C:44](C=O)[CH:43]=3)=N[C:44]=2[CH:43]=1)=O)C.CC1C=C2C(=CC=1)C=C(C(=O)C)C=C2.[OH-].[K+], predict the reaction product. The product is: [CH:23]1([N:22]2[C:21]3[CH:20]=[CH:32][C:31]([C:33]([OH:35])=[O:34])=[CH:30][C:29]=3[N:19]=[C:18]2[C:13]2[CH:14]=[C:15]3[C:10](=[CH:11][CH:12]=2)[N:9]=[C:8]([C:6]2[CH:5]=[CH:4][C:3]4[C:2](=[CH:44][CH:43]=[C:42]([CH3:65])[CH:40]=4)[CH:7]=2)[CH:17]=[CH:16]3)[CH2:24][CH2:25][CH2:26][CH2:27][CH2:28]1. (6) Given the reactants C(OC([N:8]1[C:16]2[C:11](=[CH:12][C:13]([C:18]3[O:22][N:21]=[C:20]([CH3:23])[N:19]=3)=[C:14]([Cl:17])[CH:15]=2)[C:10]([CH3:25])([CH3:24])[CH2:9]1)=O)(C)(C)C, predict the reaction product. The product is: [Cl:17][C:14]1[CH:15]=[C:16]2[C:11]([C:10]([CH3:24])([CH3:25])[CH2:9][NH:8]2)=[CH:12][C:13]=1[C:18]1[O:22][N:21]=[C:20]([CH3:23])[N:19]=1. (7) Given the reactants Br[C:2]1[S:23][C:5]2[C:6](=[O:22])[NH:7][C:8]([C:18]([O:20][CH3:21])=[O:19])=[C:9]([C:10]3[CH:15]=[CH:14][C:13]([Cl:16])=[C:12]([Cl:17])[CH:11]=3)[C:4]=2[CH:3]=1.[NH:24]1[CH2:29][CH2:28][O:27][CH2:26][CH2:25]1.C1(P(C2C=CC=CC=2)C2C3OC4C(=CC=CC=4P(C4C=CC=CC=4)C4C=CC=CC=4)C(C)(C)C=3C=CC=2)C=CC=CC=1.C(=O)([O-])[O-].[Cs+].[Cs+].O1CCOCC1, predict the reaction product. The product is: [Cl:17][C:12]1[CH:11]=[C:10]([C:9]2[C:4]3[CH:3]=[C:2]([N:24]4[CH2:29][CH2:28][O:27][CH2:26][CH2:25]4)[S:23][C:5]=3[C:6](=[O:22])[NH:7][C:8]=2[C:18]([O:20][CH3:21])=[O:19])[CH:15]=[CH:14][C:13]=1[Cl:16]. (8) Given the reactants [CH:1]1([C:4]2[CH:5]=[C:6]([C:16]([OH:18])=O)[C:7]3[CH:12]=[N:11][N:10]([CH:13]([CH3:15])[CH3:14])[C:8]=3[N:9]=2)[CH2:3][CH2:2]1.FC(F)(F)C(O)=O.[NH2:26][CH2:27][C:28]1[C:29](=[O:41])[NH:30][C:31]([CH3:40])=[CH:32][C:33]=1[CH:34]1[CH2:39][CH2:38][CH2:37][CH2:36][CH2:35]1.C(Cl)CCl.C1C=NC2N(O)N=NC=2C=1.CN1CCOCC1, predict the reaction product. The product is: [CH:34]1([C:33]2[CH:32]=[C:31]([CH3:40])[NH:30][C:29](=[O:41])[C:28]=2[CH2:27][NH:26][C:16]([C:6]2[C:7]3[CH:12]=[N:11][N:10]([CH:13]([CH3:14])[CH3:15])[C:8]=3[N:9]=[C:4]([CH:1]3[CH2:2][CH2:3]3)[CH:5]=2)=[O:18])[CH2:35][CH2:36][CH2:37][CH2:38][CH2:39]1. (9) Given the reactants Br[C:2]1[CH:11]=[C:10]2[C:5]([CH:6]=[CH:7][N:8]=[C:9]2[Cl:12])=[CH:4][CH:3]=1.B1(B2OC(C)(C)C(C)(C)O2)OC(C)(C)C(C)(C)[O:14]1.C([O-])(=O)C.[K+].OOS([O-])=O.[K+], predict the reaction product. The product is: [Cl:12][C:9]1[C:10]2[C:5](=[CH:4][CH:3]=[C:2]([OH:14])[CH:11]=2)[CH:6]=[CH:7][N:8]=1.